From a dataset of Full USPTO retrosynthesis dataset with 1.9M reactions from patents (1976-2016). Predict the reactants needed to synthesize the given product. Given the product [Cl:24][C:21]1[CH:22]=[CH:23][C:18]([S:15]([N:6]2[C:7]3[CH:8]=[CH:9][CH:10]=[CH:11][C:12]=3[C:13]3[NH:31][N:32]=[C:3]([S:2][CH3:1])[C:4]=3[CH2:5]2)(=[O:17])=[O:16])=[CH:19][CH:20]=1, predict the reactants needed to synthesize it. The reactants are: [CH3:1][S:2][CH:3](SC)[CH:4]1[C:13](=O)[C:12]2[C:7](=[CH:8][CH:9]=[CH:10][CH:11]=2)[N:6]([S:15]([C:18]2[CH:23]=[CH:22][C:21]([Cl:24])=[CH:20][CH:19]=2)(=[O:17])=[O:16])[CH2:5]1.C(O)C.O.[NH2:31][NH2:32].O1CCCC1.